This data is from Peptide-MHC class II binding affinity with 134,281 pairs from IEDB. The task is: Regression. Given a peptide amino acid sequence and an MHC pseudo amino acid sequence, predict their binding affinity value. This is MHC class II binding data. (1) The peptide sequence is AFKVAATDANAAPAN. The MHC is HLA-DPA10103-DPB10301 with pseudo-sequence HLA-DPA10103-DPB10301. The binding affinity (normalized) is 0.424. (2) The peptide sequence is FATCFLIPLTSQFFLP. The MHC is DRB1_0401 with pseudo-sequence DRB1_0401. The binding affinity (normalized) is 0.217. (3) The binding affinity (normalized) is 0.328. The MHC is HLA-DQA10501-DQB10303 with pseudo-sequence HLA-DQA10501-DQB10303. The peptide sequence is VIRDLAAMDGGGFYA. (4) The peptide sequence is DYGILQINSR. The MHC is H-2-IAk with pseudo-sequence H-2-IAk. The binding affinity (normalized) is 0.311. (5) The peptide sequence is VTPCAAEEQKLPINALSNSL. The MHC is DRB1_0701 with pseudo-sequence DRB1_0701. The binding affinity (normalized) is 0.426. (6) The peptide sequence is IKPSNSEDLLKAVLG. The MHC is DRB1_0101 with pseudo-sequence DRB1_0101. The binding affinity (normalized) is 0.223.